From a dataset of Reaction yield outcomes from USPTO patents with 853,638 reactions. Predict the reaction yield, written as a fraction of the theoretical maximum amount of product (1.0 means a 100% yield; for example, 0.34 means a 34% yield). (1) The product is [F:15][C:16]([F:30])([F:29])[CH2:17][O:1][C:2]1[CH:3]=[C:4]([CH:7]=[CH:8][CH:9]=1)[CH:5]=[O:6]. The yield is 0.260. The reactants are [OH:1][C:2]1[CH:3]=[C:4]([CH:7]=[CH:8][CH:9]=1)[CH:5]=[O:6].CO.C[O-].[Na+].[F:15][C:16]([F:30])([F:29])[CH2:17]OS(C1C=CC(C)=CC=1)(=O)=O. The catalyst is CCCCCC.C1(C)C=CC=CC=1.C(OCC)(=O)C. (2) The reactants are Br[C:2]1[CH:3]=[CH:4][C:5]([O:9][CH3:10])=[C:6]([CH:8]=1)[NH2:7].[CH3:11][PH:12](=[O:14])[CH3:13].P([O-])([O-])([O-])=O.[K+].[K+].[K+]. The catalyst is CN(C=O)C.C([O-])(=O)C.[Pd+2].C([O-])(=O)C.CC1(C)C2C(=C(P(C3C=CC=CC=3)C3C=CC=CC=3)C=CC=2)OC2C(P(C3C=CC=CC=3)C3C=CC=CC=3)=CC=CC1=2. The product is [CH3:11][P:12]([C:2]1[CH:3]=[CH:4][C:5]([O:9][CH3:10])=[C:6]([CH:8]=1)[NH2:7])([CH3:13])=[O:14]. The yield is 0.850. (3) The reactants are [C:1]([O:5][C:6]([N:8]1[CH2:12][CH:11]([C:13]#[N:14])[CH2:10][CH:9]1[C:15]1[NH:16][C:17]([C:20]2[CH:25]=[CH:24][C:23](Br)=[CH:22][CH:21]=2)=[CH:18][N:19]=1)=[O:7])([CH3:4])([CH3:3])[CH3:2].[B:27]1([B:27]2[O:31][C:30]([CH3:33])([CH3:32])[C:29]([CH3:35])([CH3:34])[O:28]2)[O:31][C:30]([CH3:33])([CH3:32])[C:29]([CH3:35])([CH3:34])[O:28]1.CC([O-])=O.[K+]. The catalyst is O1CCOCC1.C1C=CC(P(C2C=CC=CC=2)[C-]2C=CC=C2)=CC=1.C1C=CC(P(C2C=CC=CC=2)[C-]2C=CC=C2)=CC=1.Cl[Pd]Cl.[Fe+2]. The product is [C:1]([O:5][C:6]([N:8]1[CH2:12][CH:11]([C:13]#[N:14])[CH2:10][CH:9]1[C:15]1[NH:16][C:17]([C:20]2[CH:25]=[CH:24][C:23]([B:27]3[O:31][C:30]([CH3:33])([CH3:32])[C:29]([CH3:35])([CH3:34])[O:28]3)=[CH:22][CH:21]=2)=[CH:18][N:19]=1)=[O:7])([CH3:4])([CH3:3])[CH3:2]. The yield is 0.480. (4) The yield is 0.618. The catalyst is C1COCC1.O.CC(=O)OCC. The product is [Cl:32][C:29]1[CH:28]=[CH:27][C:26]([CH2:25][C:14]2[C:11]3[C:12](=[O:13])[N:7]([CH2:6][CH2:5][CH2:4][OH:3])[C:8](=[O:34])[N:9]([CH3:33])[C:10]=3[N:17]=[CH:16][C:15]=2[O:18][C:19]2[CH:20]=[N:21][CH:22]=[CH:23][CH:24]=2)=[CH:31][CH:30]=1. The reactants are C([O:3][CH2:4][CH2:5][CH2:6][N:7]1[C:12](=[O:13])[C:11]2[C:14]([CH2:25][C:26]3[CH:31]=[CH:30][C:29]([Cl:32])=[CH:28][CH:27]=3)=[C:15]([O:18][C:19]3[CH:20]=[N:21][CH:22]=[CH:23][CH:24]=3)[CH:16]=[N:17][C:10]=2[N:9]([CH3:33])[C:8]1=[O:34])=O.O[Li].O. (5) The reactants are [NH2:1][C@@H:2]([C@H:4]1[CH2:9][CH2:8][C@H:7]([NH:10][C:11](=[O:15])[C@H:12]([OH:14])[CH3:13])[CH2:6][CH2:5]1)[CH3:3].CN(C=O)C.[F:21][C:22]([F:55])([F:54])[C:23]1[CH:24]=[C:25]2[C:31]([C:32]3[C:37]([C:38]#[N:39])=[CH:36][N:35]=[C:34](S(C)(=O)=O)[N:33]=3)=[CH:30][N:29](S(C3C=CC(C)=CC=3)(=O)=O)[C:26]2=[N:27][CH:28]=1.[OH-].[Li+]. The catalyst is C1COCC1. The product is [C:38]([C:37]1[C:32]([C:31]2[C:25]3[C:26](=[N:27][CH:28]=[C:23]([C:22]([F:54])([F:21])[F:55])[CH:24]=3)[NH:29][CH:30]=2)=[N:33][C:34]([NH:1][C@@H:2]([C@H:4]2[CH2:5][CH2:6][C@H:7]([NH:10][C:11](=[O:15])[C@H:12]([OH:14])[CH3:13])[CH2:8][CH2:9]2)[CH3:3])=[N:35][CH:36]=1)#[N:39]. The yield is 0.180. (6) The reactants are [N:1]1[CH:6]=[CH:5][C:4]([CH2:7][CH2:8][NH:9][C:10](=[O:16])[O:11][C:12]([CH3:15])([CH3:14])[CH3:13])=[CH:3][CH:2]=1.ClC1C=CC=C(C(OO)=[O:25])C=1. The catalyst is C(OCC)(=O)C. The product is [N:1]1[CH:6]=[CH:5][C:4]([CH2:7][CH2:8][NH+:9]([O-:25])[C:10](=[O:16])[O:11][C:12]([CH3:13])([CH3:15])[CH3:14])=[CH:3][CH:2]=1. The yield is 0.990. (7) The reactants are Br[C:2]1[CH:10]=[C:9]2[C:5]([C:6]([C:11]#[N:12])=[CH:7][NH:8]2)=[CH:4][CH:3]=1.[C:13]([O-:16])(=[O:15])C.[Na+].ClCCl.[CH2:21](O)[CH3:22]. The catalyst is C1C=CC(P(C2C=CC=CC=2)[C-]2C=CC=C2)=CC=1.C1C=CC(P(C2C=CC=CC=2)[C-]2C=CC=C2)=CC=1.Cl[Pd]Cl.[Fe+2]. The product is [CH2:21]([O:16][C:13]([C:2]1[CH:10]=[C:9]2[C:5]([C:6]([C:11]#[N:12])=[CH:7][NH:8]2)=[CH:4][CH:3]=1)=[O:15])[CH3:22]. The yield is 0.450. (8) The reactants are [Cl:1][C:2]1[CH:3]=[C:4]2[C:9](=[CH:10][C:11]=1[O:12][C:13]1[CH:18]=[CH:17][C:16]([C:19](=[O:36])[NH:20][CH2:21][CH2:22][C:23]3[CH:28]=[CH:27][CH:26]=[C:25]([O:29][C:30]4[CH:35]=[CH:34][CH:33]=[CH:32][CH:31]=4)[CH:24]=3)=[CH:15][CH:14]=1)[O:8][CH2:7][CH2:6][CH:5]2[C:37]([OH:39])=[O:38].C[O-].[Na+:42]. The catalyst is O1CCCC1. The product is [Cl:1][C:2]1[CH:3]=[C:4]2[C:9](=[CH:10][C:11]=1[O:12][C:13]1[CH:14]=[CH:15][C:16]([C:19](=[O:36])[NH:20][CH2:21][CH2:22][C:23]3[CH:28]=[CH:27][CH:26]=[C:25]([O:29][C:30]4[CH:31]=[CH:32][CH:33]=[CH:34][CH:35]=4)[CH:24]=3)=[CH:17][CH:18]=1)[O:8][CH2:7][CH2:6][CH:5]2[C:37]([O-:39])=[O:38].[Na+:42]. The yield is 0.988. (9) The reactants are Br[C:2]1[CH:21]=[CH:20][C:5]([CH2:6][N:7]2[CH2:12][CH2:11][N:10]([C:13]([O:15][C:16]([CH3:19])([CH3:18])[CH3:17])=[O:14])[CH2:9][CH2:8]2)=[CH:4][CH:3]=1.[CH3:22][N:23]1[C:28](=[O:29])[CH:27]=[C:26]([C:30]2[CH:35]=[CH:34][N:33]=[CH:32][N:31]=2)[N:25]=[C:24]1[O:36][CH:37]1[CH2:42][CH2:41][NH:40][CH2:39][CH2:38]1.C1(P(C2CCCCC2)C2C=CC=CC=2C2C(C(C)C)=CC(C(C)C)=CC=2C(C)C)CCCCC1.CC(C)([O-])C.[Na+]. The catalyst is C1(C)C=CC=CC=1.C1C=CC(/C=C/C(/C=C/C2C=CC=CC=2)=O)=CC=1.C1C=CC(/C=C/C(/C=C/C2C=CC=CC=2)=O)=CC=1.C1C=CC(/C=C/C(/C=C/C2C=CC=CC=2)=O)=CC=1.C(Cl)(Cl)Cl.[Pd].[Pd]. The product is [CH3:22][N:23]1[C:28](=[O:29])[CH:27]=[C:26]([C:30]2[CH:35]=[CH:34][N:33]=[CH:32][N:31]=2)[N:25]=[C:24]1[O:36][CH:37]1[CH2:42][CH2:41][N:40]([C:2]2[CH:21]=[CH:20][C:5]([CH2:6][N:7]3[CH2:12][CH2:11][N:10]([C:13]([O:15][C:16]([CH3:19])([CH3:18])[CH3:17])=[O:14])[CH2:9][CH2:8]3)=[CH:4][CH:3]=2)[CH2:39][CH2:38]1. The yield is 0.400.